Dataset: Reaction yield outcomes from USPTO patents with 853,638 reactions. Task: Predict the reaction yield, written as a fraction of the theoretical maximum amount of product (1.0 means a 100% yield; for example, 0.34 means a 34% yield). (1) The reactants are Br[C:2]1[C:3]([O:17][CH2:18][C:19]2[C:20]([C:25]3[CH:30]=[CH:29][CH:28]=[CH:27][CH:26]=3)=[N:21][O:22][C:23]=2[CH3:24])=[N:4][CH:5]=[C:6]([CH:16]=1)[C:7]([NH:9][CH:10]1[CH2:15][CH2:14][O:13][CH2:12][CH2:11]1)=[O:8].[CH3:31]B1OB(C)OB(C)O1.C(=O)([O-])[O-].[Na+].[Na+]. The catalyst is COCCOC.C(OCC)(=O)C.C1C=CC([P]([Pd]([P](C2C=CC=CC=2)(C2C=CC=CC=2)C2C=CC=CC=2)([P](C2C=CC=CC=2)(C2C=CC=CC=2)C2C=CC=CC=2)[P](C2C=CC=CC=2)(C2C=CC=CC=2)C2C=CC=CC=2)(C2C=CC=CC=2)C2C=CC=CC=2)=CC=1. The product is [CH3:31][C:2]1[C:3]([O:17][CH2:18][C:19]2[C:20]([C:25]3[CH:26]=[CH:27][CH:28]=[CH:29][CH:30]=3)=[N:21][O:22][C:23]=2[CH3:24])=[N:4][CH:5]=[C:6]([CH:16]=1)[C:7]([NH:9][CH:10]1[CH2:15][CH2:14][O:13][CH2:12][CH2:11]1)=[O:8]. The yield is 0.500. (2) The reactants are ClC(Cl)(Cl)COC(=O)[NH:6][C:7]1[CH:12]=[CH:11][C:10]([S:13][C:14]2[CH:19]=[CH:18][C:17]([C:20](=[O:27])[NH:21][CH:22]3[CH2:26][CH2:25][CH2:24][CH2:23]3)=[CH:16][C:15]=2[NH:28][C:29]2[C:30]3[CH:38]=[CH:37][C:36]([CH:39]([CH3:41])[CH3:40])=[N:35][C:31]=3[N:32]=[CH:33][N:34]=2)=[CH:9][CH:8]=1.[OH-].[Na+].Cl. The catalyst is O1CCOCC1.O.C(OCC)(=O)C. The product is [NH2:6][C:7]1[CH:12]=[CH:11][C:10]([S:13][C:14]2[CH:19]=[CH:18][C:17]([C:20]([NH:21][CH:22]3[CH2:26][CH2:25][CH2:24][CH2:23]3)=[O:27])=[CH:16][C:15]=2[NH:28][C:29]2[C:30]3[CH:38]=[CH:37][C:36]([CH:39]([CH3:41])[CH3:40])=[N:35][C:31]=3[N:32]=[CH:33][N:34]=2)=[CH:9][CH:8]=1. The yield is 0.640. (3) The reactants are Cl[CH2:2][C:3]1[CH:8]=[CH:7][CH:6]=[CH:5][C:4]=1[CH2:9][C:10]([OH:12])=[O:11].[NH:13]1[CH2:18][CH2:17][O:16][CH2:15][CH2:14]1. The catalyst is C1COCC1.C(OCC)(=O)C. The product is [O:16]1[CH2:17][CH2:18][N:13]([CH2:2][C:3]2[CH:8]=[CH:7][CH:6]=[CH:5][C:4]=2[CH2:9][C:10]([OH:12])=[O:11])[CH2:14][CH2:15]1. The yield is 0.870. (4) The reactants are [CH2:1]([N:8]1[CH2:13][CH2:12][NH:11][C:10]2[N:14]=[CH:15][C:16]([C:18]3[CH:26]=[CH:25][C:21]([C:22]([OH:24])=O)=[CH:20][CH:19]=3)=[CH:17][C:9]1=2)[C:2]1[CH:7]=[CH:6][CH:5]=[CH:4][CH:3]=1.[CH3:27][N:28]1[CH2:33][CH2:32][NH:31][CH2:30][CH2:29]1. No catalyst specified. The product is [CH2:1]([N:8]1[CH2:13][CH2:12][NH:11][C:10]2[N:14]=[CH:15][C:16]([C:18]3[CH:19]=[CH:20][C:21]([C:22]([N:31]4[CH2:32][CH2:33][N:28]([CH3:27])[CH2:29][CH2:30]4)=[O:24])=[CH:25][CH:26]=3)=[CH:17][C:9]1=2)[C:2]1[CH:3]=[CH:4][CH:5]=[CH:6][CH:7]=1. The yield is 0.320. (5) The reactants are [F:1][C:2]1[CH:3]=[C:4]([CH:22]=[CH:23][CH:24]=1)[CH2:5][C@H:6]1[CH2:11][C@@H:10]([C:12]2[O:16][NH:15][C:14](=[O:17])[CH:13]=2)[CH2:9][CH2:8][N:7]1C(OC)=O.Br. No catalyst specified. The product is [F:1][C:2]1[CH:3]=[C:4]([CH:22]=[CH:23][CH:24]=1)[CH2:5][C@H:6]1[CH2:11][C@@H:10]([C:12]2[O:16][NH:15][C:14](=[O:17])[CH:13]=2)[CH2:9][CH2:8][NH:7]1. The yield is 0.635. (6) The catalyst is O1CCCC1.C(OCC)(=O)C.CCCCCC. The reactants are [OH:1][CH:2]1[C:10]2[C:5](=[C:6]([CH:11]([CH3:16])[C:12]([O:14]C)=[O:13])[CH:7]=[CH:8][CH:9]=2)[CH2:4][CH2:3]1.[OH-].[Li+]. The yield is 0.850. The product is [OH:1][CH:2]1[C:10]2[C:5](=[C:6]([CH:11]([CH3:16])[C:12]([OH:14])=[O:13])[CH:7]=[CH:8][CH:9]=2)[CH2:4][CH2:3]1. (7) The reactants are [N:1]1[CH:6]=[CH:5][CH:4]=[C:3]([N:7]2[CH2:15][CH2:14][C:9]3([NH:13][CH2:12][CH2:11][CH2:10]3)[CH2:8]2)[CH:2]=1.[C:16]([OH:23])(=[O:22])[CH2:17][CH2:18][C:19]([OH:21])=[O:20].CC(C)=O. The catalyst is CO.C(O)C. The product is [C:16]([OH:23])(=[O:22])[CH2:17][CH2:18][C:19]([OH:21])=[O:20].[N:1]1[CH:6]=[CH:5][CH:4]=[C:3]([N:7]2[CH2:15][CH2:14][C:9]3([NH:13][CH2:12][CH2:11][CH2:10]3)[CH2:8]2)[CH:2]=1. The yield is 0.866.